Predict the product of the given reaction. From a dataset of Forward reaction prediction with 1.9M reactions from USPTO patents (1976-2016). (1) Given the reactants I[CH2:2][O:3][C:4]([O:6][CH2:7][C:8]([O:10][CH3:11])=[O:9])=[O:5].[Na].[F:13][C:14]1[CH:19]=[C:18]([F:20])[CH:17]=[CH:16][C:15]=1[CH2:21][NH:22][C:23]([C:25]1[C:26](=[O:43])[C:27]([OH:42])=[C:28]2[C:33](=[O:34])[N:32]3[CH2:35][C@H:36]4[CH2:40][CH2:39][CH2:38][N:37]4[C@@H:31]3[CH2:30][N:29]2[CH:41]=1)=[O:24].C(=O)([O-])[O-].[K+].[K+], predict the reaction product. The product is: [F:13][C:14]1[CH:19]=[C:18]([F:20])[CH:17]=[CH:16][C:15]=1[CH2:21][NH:22][C:23]([C:25]1[C:26](=[O:43])[C:27]([O:42][CH2:2][O:3][C:4]([O:6][CH2:7][C:8]([O:10][CH3:11])=[O:9])=[O:5])=[C:28]2[C:33](=[O:34])[N:32]3[CH2:35][C@H:36]4[CH2:40][CH2:39][CH2:38][N:37]4[C@@H:31]3[CH2:30][N:29]2[CH:41]=1)=[O:24]. (2) Given the reactants [CH3:1][C:2]([CH3:7])([CH2:5][OH:6])[CH2:3][OH:4].N1C=CN=C1.[C:13]([Si:17]([CH3:20])([CH3:19])Cl)([CH3:16])([CH3:15])[CH3:14].O, predict the reaction product. The product is: [C:13]([Si:17]([CH3:20])([CH3:19])[O:4][CH2:3][C:2]([CH3:7])([CH3:1])[CH2:5][OH:6])([CH3:16])([CH3:15])[CH3:14]. (3) Given the reactants [CH2:1]([N:8]1[CH:17]=[C:16]([CH:18]=O)[C:15]2[C:10](=[CH:11][CH:12]=[CH:13][CH:14]=2)[C:9]1=[O:20])[C:2]1[CH:7]=[CH:6][CH:5]=[CH:4][CH:3]=1.[Cl:21][C:22]1[CH:23]=[C:24]2[C:28](=[CH:29][CH:30]=1)[N:27]([CH2:31][C:32]([O:34][CH3:35])=[O:33])[C:26]([CH3:36])=[CH:25]2.C([SiH](CC)CC)C.FC(F)(F)C(O)=O, predict the reaction product. The product is: [CH2:1]([N:8]1[CH:17]=[C:16]([CH2:18][C:25]2[C:24]3[C:28](=[CH:29][CH:30]=[C:22]([Cl:21])[CH:23]=3)[N:27]([CH2:31][C:32]([O:34][CH3:35])=[O:33])[C:26]=2[CH3:36])[C:15]2[C:10](=[CH:11][CH:12]=[CH:13][CH:14]=2)[C:9]1=[O:20])[C:2]1[CH:3]=[CH:4][CH:5]=[CH:6][CH:7]=1. (4) The product is: [ClH:47].[C:19]1([CH:12]([C:13]2[CH:14]=[CH:15][CH:16]=[CH:17][CH:18]=2)[C@H:9]([NH2:8])[CH:10]=[CH:40][S:42]([CH:45]=[CH:46][C@@H:9]([NH2:8])[CH:12]([C:19]2[CH:20]=[CH:21][CH:22]=[CH:23][CH:24]=2)[C:13]2[CH:18]=[CH:17][CH:16]=[CH:15][CH:14]=2)(=[O:44])=[O:43])[CH:24]=[CH:23][CH:22]=[CH:21][CH:20]=1. Given the reactants C(OC([NH:8][CH:9]([CH2:12][C:13]1[CH:18]=[CH:17][CH:16]=[CH:15][CH:14]=1)[CH:10]=O)=O)(C)(C)C.[C:19]1(S(CP(OCC)(=O)OCC)(=O)=O)[CH:24]=[CH:23][CH:22]=[CH:21][CH:20]=1.C[O-].[Na+].[CH:40]([S:42]([CH:45]=[CH2:46])(=[O:44])=[O:43])=C.[ClH:47], predict the reaction product. (5) The product is: [ClH:1].[ClH:46].[Cl:1][C:2]1[CH:45]=[CH:44][C:5]([CH2:6][CH:7]([NH:28][C:29](=[O:43])[CH2:30][C@@H:31]2[C:39]3[C:34](=[CH:35][CH:36]=[CH:37][CH:38]=3)[CH2:33][N:32]2[CH:40]([CH3:41])[CH3:42])[C:8](=[O:27])[N:9]2[CH2:14][CH2:13][N:12]([C:15]3[CH:20]=[CH:19][CH:18]=[CH:17][C:16]=3[CH2:21][N:22]3[CH:26]=[N:25][CH:24]=[N:23]3)[CH2:11][CH2:10]2)=[CH:4][CH:3]=1. Given the reactants [Cl:1][C:2]1[CH:45]=[CH:44][C:5]([CH2:6][CH:7]([NH:28][C:29](=[O:43])[CH2:30][C@@H:31]2[C:39]3[C:34](=[CH:35][CH:36]=[CH:37][CH:38]=3)[CH2:33][N:32]2[CH:40]([CH3:42])[CH3:41])[C:8](=[O:27])[N:9]2[CH2:14][CH2:13][N:12]([C:15]3[CH:20]=[CH:19][CH:18]=[CH:17][C:16]=3[CH2:21][N:22]3[CH:26]=[N:25][CH:24]=[N:23]3)[CH2:11][CH2:10]2)=[CH:4][CH:3]=1.[ClH:46], predict the reaction product.